From a dataset of Reaction yield outcomes from USPTO patents with 853,638 reactions. Predict the reaction yield, written as a fraction of the theoretical maximum amount of product (1.0 means a 100% yield; for example, 0.34 means a 34% yield). (1) The reactants are [H][H].[C:3]([O:7][C:8]([C:10]1([CH3:29])[C:18]2[C:13](=[CH:14][CH:15]=[CH:16][CH:17]=2)[CH2:12][N:11]1C(OCC1C=CC=CC=1)=O)=[O:9])([CH3:6])([CH3:5])[CH3:4]. The catalyst is CO.[Rh]. The product is [C:3]([O:7][C:8]([C:10]1([CH3:29])[CH:18]2[CH:13]([CH2:14][CH2:15][CH2:16][CH2:17]2)[CH2:12][NH:11]1)=[O:9])([CH3:6])([CH3:4])[CH3:5]. The yield is 0.560. (2) The reactants are [CH2:1]([C:3]1([CH3:23])[CH:8]([CH3:9])[C:7](=O)[CH2:6][C:5]([CH2:12][CH3:13])([CH3:11])[N:4]1[O:14][CH:15]([C:17]1[CH:22]=[CH:21][CH:20]=[CH:19][CH:18]=1)[CH3:16])[CH3:2].[NH2:24][OH:25]. The catalyst is CO.[OH-].[K+]. The product is [CH2:1]([C:3]1([CH3:23])[CH:8]([CH3:9])[C:7](=[N:24][OH:25])[CH2:6][C:5]([CH2:12][CH3:13])([CH3:11])[N:4]1[O:14][CH:15]([C:17]1[CH:22]=[CH:21][CH:20]=[CH:19][CH:18]=1)[CH3:16])[CH3:2]. The yield is 0.641. (3) The reactants are [C:1]1([CH3:15])[CH:6]=[CH:5][CH:4]=[CH:3][C:2]=1[CH:7]1[CH2:13][CH:12]2[NH:14][CH:9]([CH2:10][CH2:11]2)[CH2:8]1.CCN(CC)CC.[Cl:23][CH2:24][C:25](Cl)=[O:26]. The catalyst is C1COCC1. The product is [Cl:23][CH2:24][C:25]([N:14]1[CH:12]2[CH2:11][CH2:10][CH:9]1[CH2:8][CH:7]([C:2]1[CH:3]=[CH:4][CH:5]=[CH:6][C:1]=1[CH3:15])[CH2:13]2)=[O:26]. The yield is 0.790. (4) The reactants are [Br:1][C:2]1[N:6]2C=[C:8](I)[N:9]=[CH:10][C:5]2=N[CH:3]=1.[C:12]([C:15]1[CH:20]=[CH:19][C:18](B(O)O)=[CH:17][CH:16]=1)(=O)[NH2:13].[C:24]([O-:27])([O-])=O.[Na+].[Na+].C[N:31](C=O)C. The catalyst is O.C1C=CC([P]([Pd]([P](C2C=CC=CC=2)(C2C=CC=CC=2)C2C=CC=CC=2)([P](C2C=CC=CC=2)(C2C=CC=CC=2)C2C=CC=CC=2)[P](C2C=CC=CC=2)(C2C=CC=CC=2)C2C=CC=CC=2)(C2C=CC=CC=2)C2C=CC=CC=2)=CC=1. The product is [Br:1][C:2]1[N:6]=[CH:5][C:10]2[N:13]([C:12]([C:15]3[CH:20]=[CH:19][C:18]([C:24]([NH2:31])=[O:27])=[CH:17][CH:16]=3)=[CH:8][N:9]=2)[CH:3]=1. The yield is 0.610. (5) The reactants are [CH3:1][N:2]([CH2:4][C:5]1([C:11]2[CH:16]=[CH:15][C:14]([OH:17])=[CH:13][CH:12]=2)[CH2:10][CH2:9][O:8][CH2:7][CH2:6]1)[CH3:3].Cl[CH2:19][CH2:20][CH2:21][N:22]1[CH2:27][CH2:26][CH:25]([CH2:28][CH2:29][O:30][CH3:31])[CH2:24][CH2:23]1.C([O-])([O-])=O.[K+].[K+]. The catalyst is CN(C=O)C. The product is [CH3:31][O:30][CH2:29][CH2:28][CH:25]1[CH2:24][CH2:23][N:22]([CH2:21][CH2:20][CH2:19][O:17][C:14]2[CH:15]=[CH:16][C:11]([C:5]3([CH2:4][N:2]([CH3:1])[CH3:3])[CH2:6][CH2:7][O:8][CH2:9][CH2:10]3)=[CH:12][CH:13]=2)[CH2:27][CH2:26]1. The yield is 0.460. (6) The reactants are [CH:1]1[C:13]2[NH:12][C:11]3[C:6](=[CH:7][CH:8]=[CH:9][CH:10]=3)[C:5]=2[C:4]([OH:14])=[CH:3][CH:2]=1.[CH2:15](Br)[C:16]1[CH:21]=[CH:20][CH:19]=[CH:18][CH:17]=1.C(=O)([O-])[O-].[K+].[K+]. The catalyst is CC(=O)CC. The product is [CH2:15]([O:14][C:4]1[C:5]2[C:6]3[C:11](=[CH:10][CH:9]=[CH:8][CH:7]=3)[NH:12][C:13]=2[CH:1]=[CH:2][CH:3]=1)[C:16]1[CH:21]=[CH:20][CH:19]=[CH:18][CH:17]=1. The yield is 0.880. (7) The reactants are [Br:1][C:2]1[CH:10]=[CH:9][CH:8]=[C:7]2[C:3]=1[C:4](=[O:12])[C:5](=[O:11])[NH:6]2.[C:13](=O)([O-])[O-].[Cs+].[Cs+].IC. The catalyst is CN(C)C=O. The product is [Br:1][C:2]1[CH:10]=[CH:9][CH:8]=[C:7]2[C:3]=1[C:4](=[O:12])[C:5](=[O:11])[N:6]2[CH3:13]. The yield is 0.850. (8) The reactants are [C:1](N1C=CN=C1)(N1C=CN=C1)=[O:2].[C:13]([O:17][C:18]([N:20]1[CH2:25][CH2:24][CH:23]([NH:26][C:27]2[CH:32]=[CH:31][C:30]([Cl:33])=[CH:29][C:28]=2[CH2:34][NH2:35])[CH2:22][CH2:21]1)=[O:19])([CH3:16])([CH3:15])[CH3:14]. The catalyst is CC#N.C(Cl)Cl. The product is [C:13]([O:17][C:18]([N:20]1[CH2:25][CH2:24][CH:23]([N:26]2[C:27]3[C:28](=[CH:29][C:30]([Cl:33])=[CH:31][CH:32]=3)[CH2:34][NH:35][C:1]2=[O:2])[CH2:22][CH2:21]1)=[O:19])([CH3:16])([CH3:14])[CH3:15]. The yield is 0.630. (9) The reactants are [Br:1][C:2]1[CH:3]=[N:4][C:5]([N:8]2[C:16]3[C:11](=[CH:12][CH:13]=[C:14]([C:17]([O:19]C)=[O:18])[CH:15]=3)[C:10]3([CH2:22][CH2:21]3)[CH2:9]2)=[N:6][CH:7]=1.[Li+].[OH-]. The catalyst is C1COCC1.CO.O. The product is [Br:1][C:2]1[CH:7]=[N:6][C:5]([N:8]2[C:16]3[C:11](=[CH:12][CH:13]=[C:14]([C:17]([OH:19])=[O:18])[CH:15]=3)[C:10]3([CH2:21][CH2:22]3)[CH2:9]2)=[N:4][CH:3]=1. The yield is 0.720. (10) The reactants are [O:1]1[CH:5]=[CH:4][CH:3]=[C:2]1[C:6]1[CH:11]=[C:10]([O:12][CH3:13])[C:9]([OH:14])=[C:8]([O:15][CH3:16])[CH:7]=1.C([O-])([O-])=O.[Cs+].[Cs+].I[CH2:24][CH3:25].Cl. The catalyst is CN(C=O)C.O.CCOC(C)=O. The product is [CH2:24]([O:14][C:9]1[C:8]([O:15][CH3:16])=[CH:7][C:6]([C:2]2[O:1][CH:5]=[CH:4][CH:3]=2)=[CH:11][C:10]=1[O:12][CH3:13])[CH3:25]. The yield is 0.920.